From a dataset of Forward reaction prediction with 1.9M reactions from USPTO patents (1976-2016). Predict the product of the given reaction. (1) Given the reactants [Cl:1][C:2]1[C:7]([CH3:8])=[CH:6][C:5]([OH:9])=[C:4]([N+:10]([O-])=O)[CH:3]=1.Cl.[Cl-].[NH4+], predict the reaction product. The product is: [NH2:10][C:4]1[CH:3]=[C:2]([Cl:1])[C:7]([CH3:8])=[CH:6][C:5]=1[OH:9]. (2) Given the reactants [Cl:1][C:2]1[N:7]=[C:6]([N:8]2[CH:12]=[CH:11][N:10]=[CH:9]2)[N:5]=[C:4]([NH:13][CH2:14][C:15]([F:18])([F:17])[F:16])[C:3]=1[C:19]1[C:24]([F:25])=[CH:23][C:22](F)=[CH:21][C:20]=1[F:27].[CH3:28][N:29]([CH3:34])[CH2:30][CH2:31][CH2:32][OH:33].[H-].[Na+], predict the reaction product. The product is: [Cl:1][C:2]1[N:7]=[C:6]([N:8]2[CH:12]=[CH:11][N:10]=[CH:9]2)[N:5]=[C:4]([NH:13][CH2:14][C:15]([F:16])([F:18])[F:17])[C:3]=1[C:19]1[C:20]([F:27])=[CH:21][C:22]([O:33][CH2:32][CH2:31][CH2:30][N:29]([CH3:34])[CH3:28])=[CH:23][C:24]=1[F:25]. (3) Given the reactants [F:1][C:2]1[CH:7]=[CH:6][C:5]([N:8]2[C:16]3[CH2:15][CH2:14][CH2:13][NH:12][C:11]=3[CH:10]=[N:9]2)=[CH:4][CH:3]=1.[O:17]1[C:21]2[CH:22]=[CH:23][CH:24]=[CH:25][C:20]=2[N:19]=[C:18]1[CH2:26][C:27](O)=[O:28].CCN(CC)CC.CN(C(ON1N=NC2C=CC=NC1=2)=[N+](C)C)C.F[P-](F)(F)(F)(F)F, predict the reaction product. The product is: [O:17]1[C:21]2[CH:22]=[CH:23][CH:24]=[CH:25][C:20]=2[N:19]=[C:18]1[CH2:26][C:27]([N:12]1[CH2:13][CH2:14][CH2:15][C:16]2[N:8]([C:5]3[CH:4]=[CH:3][C:2]([F:1])=[CH:7][CH:6]=3)[N:9]=[CH:10][C:11]1=2)=[O:28]. (4) Given the reactants [CH3:1][C:2]1([CH3:9])[CH2:7][CH2:6][C:5](=O)[CH2:4][CH2:3]1.[Br:10][C:11]1[CH:16]=[CH:15][C:14]([C:17]([C:19]2[CH:24]=[CH:23][C:22]([OH:25])=[CH:21][CH:20]=2)=O)=[CH:13][CH:12]=1.O.C([O-])([O-])=O.[K+].[K+], predict the reaction product. The product is: [Br:10][C:11]1[CH:16]=[CH:15][C:14]([C:17](=[C:5]2[CH2:6][CH2:7][C:2]([CH3:9])([CH3:1])[CH2:3][CH2:4]2)[C:19]2[CH:24]=[CH:23][C:22]([OH:25])=[CH:21][CH:20]=2)=[CH:13][CH:12]=1. (5) Given the reactants [F:1][C:2]1[CH:24]=[C:23]([F:25])[CH:22]=[CH:21][C:3]=1[CH2:4][O:5][C:6]1[CH:11]=[CH:10][N:9]([CH2:12][C:13]2[CH:18]=[CH:17][CH:16]=[C:15]([F:19])[CH:14]=2)[C:8](=[O:20])[CH:7]=1.[I:26]N1C(=O)CCC1=O.ClC(Cl)C(O)=O, predict the reaction product. The product is: [F:1][C:2]1[CH:24]=[C:23]([F:25])[CH:22]=[CH:21][C:3]=1[CH2:4][O:5][C:6]1[CH:11]=[CH:10][N:9]([CH2:12][C:13]2[CH:18]=[CH:17][CH:16]=[C:15]([F:19])[CH:14]=2)[C:8](=[O:20])[C:7]=1[I:26]. (6) Given the reactants [F:1][C:2]([F:11])([F:10])[C:3]1[CH:4]=[CH:5][C:6]([NH2:9])=[N:7][CH:8]=1.[Br:12]Br.[OH-].[Na+], predict the reaction product. The product is: [Br:12][C:5]1[C:6]([NH2:9])=[N:7][CH:8]=[C:3]([C:2]([F:1])([F:10])[F:11])[CH:4]=1. (7) Given the reactants Cl.[Cl:2][C:3]1[CH:4]=[C:5]([CH2:9][CH2:10][O:11][CH2:12][C:13]([NH2:15])=[NH:14])[CH:6]=[CH:7][CH:8]=1.C[O-].[Na+].C([O:21][C:22]([C:24]1[CH:29]=[CH:28][N:27]=[N:26][C:25]=1Cl)=O)C.C([O-])([O-])=O.[K+].[K+].Cl, predict the reaction product. The product is: [Cl:2][C:3]1[CH:4]=[C:5]([CH2:9][CH2:10][O:11][CH2:12][C:13]2[NH:15][C:22](=[O:21])[C:24]3[CH:29]=[CH:28][N:27]=[N:26][C:25]=3[N:14]=2)[CH:6]=[CH:7][CH:8]=1.